Dataset: Reaction yield outcomes from USPTO patents with 853,638 reactions. Task: Predict the reaction yield, written as a fraction of the theoretical maximum amount of product (1.0 means a 100% yield; for example, 0.34 means a 34% yield). (1) The catalyst is CC(C)=O. The product is [CH3:16][O:13][C:12]1[CH:14]=[CH:15][C:7]([CH:6]=[O:5])=[CH:8][C:9]=1[O:10][CH2:11][C:1]#[CH:2]. The reactants are [CH2:1](Br)[C:2]#C.[O:5]=[CH:6][C:7]1[CH:15]=[CH:14][C:12]([OH:13])=[C:9]([O:10][CH3:11])[CH:8]=1.[C:16](=O)([O-])[O-].[K+].[K+]. The yield is 0.800. (2) The reactants are [F:1][C:2]1[CH:7]=[C:6]([CH3:8])[CH:5]=[CH:4][N:3]=1.[CH2:9]1[O:11][CH2:10]1.FC1C=C(CCO)C=CN=1. No catalyst specified. The product is [F:1][C:2]1[CH:7]=[C:6]([CH2:8][CH2:9][CH2:10][OH:11])[CH:5]=[CH:4][N:3]=1. The yield is 0.530. (3) The product is [N:58]1([C:55]2[CH:56]=[CH:57][C:52]([NH:51][C:20]([N:22]3[CH2:23][CH2:24][CH:25]([C:28]4[C:37]5[C:32](=[CH:33][C:34]([O:8][CH2:7][CH:4]6[CH2:5][CH2:6][O:1][CH2:2][CH2:3]6)=[CH:35][CH:36]=5)[N:31]=[CH:30][N:29]=4)[CH2:26][CH2:27]3)=[O:21])=[CH:53][CH:54]=2)[CH2:59][CH2:60][CH2:61][CH2:62]1. The reactants are [O:1]1[CH2:6][CH2:5][CH:4]([CH2:7][OH:8])[CH2:3][CH2:2]1.CC([O-])(C)C.[K+].C(O[C:20]([N:22]1[CH2:27][CH2:26][CH:25]([C:28]2[C:37]3[C:32](=[CH:33][C:34](F)=[CH:35][CH:36]=3)[N:31]=[CH:30][N:29]=2)[CH2:24][CH2:23]1)=[O:21])(C)(C)C.Cl.[N+](C1C=CC(OC(=O)[NH:51][C:52]2[CH:57]=[CH:56][C:55]([N:58]3[CH2:62][CH2:61][CH2:60][CH2:59]3)=[CH:54][CH:53]=2)=CC=1)([O-])=O. The yield is 0.0300. The catalyst is CS(C)=O.O. (4) The catalyst is C1C=CC=CC=1.O.C(Cl)(Cl)Cl.ClCCl. The product is [Cl:1][C:2]1[CH:10]=[CH:9][C:5]([C:6]([NH:17][C:18]2[C:19]([Cl:24])=[N:20][CH:21]=[N:22][CH:23]=2)=[O:8])=[CH:4][C:3]=1[C:11]#[N:12]. The reactants are [Cl:1][C:2]1[CH:10]=[CH:9][C:5]([C:6]([OH:8])=O)=[CH:4][C:3]=1[C:11]#[N:12].S(Cl)(Cl)=O.[NH2:17][C:18]1[C:19]([Cl:24])=[N:20][CH:21]=[N:22][CH:23]=1.N1C=CC=CC=1. The yield is 0.650. (5) The catalyst is CN(C=O)C. The yield is 0.650. The reactants are [NH2:1][C:2]1[CH:7]=[CH:6][C:5]([OH:8])=[CH:4][CH:3]=1.CC(C)([O-])C.[K+].Cl[C:16]1[CH:21]=[CH:20][N:19]=[C:18]([C:22](=[O:32])[NH:23][CH2:24][CH2:25][N:26]2[CH2:31][CH2:30][O:29][CH2:28][CH2:27]2)[CH:17]=1.C([O-])([O-])=O.[K+].[K+]. The product is [N:26]1([CH2:25][CH2:24][NH:23][C:22]([C:18]2([O:8][C:5]3[CH:6]=[CH:7][C:2]([NH2:1])=[CH:3][CH:4]=3)[CH:17]=[CH:16][CH:21]=[CH:20][NH:19]2)=[O:32])[CH2:31][CH2:30][O:29][CH2:28][CH2:27]1.